Regression. Given two drug SMILES strings and cell line genomic features, predict the synergy score measuring deviation from expected non-interaction effect. From a dataset of NCI-60 drug combinations with 297,098 pairs across 59 cell lines. (1) Drug 1: CC1=C2C(C(=O)C3(C(CC4C(C3C(C(C2(C)C)(CC1OC(=O)C(C(C5=CC=CC=C5)NC(=O)OC(C)(C)C)O)O)OC(=O)C6=CC=CC=C6)(CO4)OC(=O)C)O)C)O. Drug 2: C1CNP(=O)(OC1)N(CCCl)CCCl. Cell line: 786-0. Synergy scores: CSS=2.00, Synergy_ZIP=-1.44, Synergy_Bliss=-3.15, Synergy_Loewe=1.56, Synergy_HSA=-3.83. (2) Drug 1: CC1C(C(=O)NC(C(=O)N2CCCC2C(=O)N(CC(=O)N(C(C(=O)O1)C(C)C)C)C)C(C)C)NC(=O)C3=C4C(=C(C=C3)C)OC5=C(C(=O)C(=C(C5=N4)C(=O)NC6C(OC(=O)C(N(C(=O)CN(C(=O)C7CCCN7C(=O)C(NC6=O)C(C)C)C)C)C(C)C)C)N)C. Drug 2: CCN(CC)CCCC(C)NC1=C2C=C(C=CC2=NC3=C1C=CC(=C3)Cl)OC. Cell line: OVCAR-5. Synergy scores: CSS=28.2, Synergy_ZIP=-13.0, Synergy_Bliss=-4.50, Synergy_Loewe=-11.0, Synergy_HSA=-2.82. (3) Drug 1: CCN(CC)CCCC(C)NC1=C2C=C(C=CC2=NC3=C1C=CC(=C3)Cl)OC. Drug 2: C1CC(=O)NC(=O)C1N2C(=O)C3=CC=CC=C3C2=O. Cell line: SK-OV-3. Synergy scores: CSS=23.5, Synergy_ZIP=-0.821, Synergy_Bliss=4.14, Synergy_Loewe=-8.29, Synergy_HSA=3.22. (4) Drug 1: CN(C)N=NC1=C(NC=N1)C(=O)N. Drug 2: CCCS(=O)(=O)NC1=C(C(=C(C=C1)F)C(=O)C2=CNC3=C2C=C(C=N3)C4=CC=C(C=C4)Cl)F. Cell line: HOP-92. Synergy scores: CSS=0.228, Synergy_ZIP=-0.416, Synergy_Bliss=-1.74, Synergy_Loewe=-4.83, Synergy_HSA=-3.28. (5) Drug 1: CS(=O)(=O)C1=CC(=C(C=C1)C(=O)NC2=CC(=C(C=C2)Cl)C3=CC=CC=N3)Cl. Drug 2: B(C(CC(C)C)NC(=O)C(CC1=CC=CC=C1)NC(=O)C2=NC=CN=C2)(O)O. Cell line: M14. Synergy scores: CSS=2.63, Synergy_ZIP=0.915, Synergy_Bliss=4.82, Synergy_Loewe=1.99, Synergy_HSA=1.22. (6) Drug 1: CC12CCC3C(C1CCC2O)C(CC4=C3C=CC(=C4)O)CCCCCCCCCS(=O)CCCC(C(F)(F)F)(F)F. Drug 2: CC1CCCC2(C(O2)CC(NC(=O)CC(C(C(=O)C(C1O)C)(C)C)O)C(=CC3=CSC(=N3)C)C)C. Cell line: UO-31. Synergy scores: CSS=13.9, Synergy_ZIP=-1.21, Synergy_Bliss=2.27, Synergy_Loewe=-23.6, Synergy_HSA=0.191. (7) Drug 1: C(CC(=O)O)C(=O)CN.Cl. Drug 2: CC(C)CN1C=NC2=C1C3=CC=CC=C3N=C2N. Cell line: NCI-H522. Synergy scores: CSS=9.30, Synergy_ZIP=-0.427, Synergy_Bliss=3.90, Synergy_Loewe=1.99, Synergy_HSA=1.57. (8) Drug 1: CC(CN1CC(=O)NC(=O)C1)N2CC(=O)NC(=O)C2. Drug 2: CC12CCC3C(C1CCC2O)C(CC4=C3C=CC(=C4)O)CCCCCCCCCS(=O)CCCC(C(F)(F)F)(F)F. Cell line: MDA-MB-435. Synergy scores: CSS=10.5, Synergy_ZIP=-3.06, Synergy_Bliss=-2.75, Synergy_Loewe=-2.47, Synergy_HSA=-3.83. (9) Drug 1: C1CCC(CC1)NC(=O)N(CCCl)N=O. Drug 2: CC1=C(C=C(C=C1)NC(=O)C2=CC=C(C=C2)CN3CCN(CC3)C)NC4=NC=CC(=N4)C5=CN=CC=C5. Cell line: U251. Synergy scores: CSS=19.7, Synergy_ZIP=-8.76, Synergy_Bliss=0.321, Synergy_Loewe=0.0773, Synergy_HSA=1.23.